From a dataset of Full USPTO retrosynthesis dataset with 1.9M reactions from patents (1976-2016). Predict the reactants needed to synthesize the given product. (1) Given the product [NH2:62][C:60]([NH:59][C:57]1[S:58][C:54]([C:51]2[CH:52]=[CH:53][C:48]([NH:47][C:35]([C:30]3[NH:31][C:32]4[C:28]([CH:29]=3)=[CH:27][C:26]([F:25])=[CH:34][CH:33]=4)=[O:37])=[CH:49][CH:50]=2)=[C:55]([CH3:63])[N:56]=1)=[NH:61], predict the reactants needed to synthesize it. The reactants are: F[P-](F)(F)(F)(F)F.N1(OC(N(C)C)=[N+](C)C)C2N=CC=CC=2N=N1.[F:25][C:26]1[CH:27]=[C:28]2[C:32](=[CH:33][CH:34]=1)[NH:31][C:30]([C:35]([OH:37])=O)=[CH:29]2.C(N(CC)C(C)C)(C)C.[NH2:47][C:48]1[CH:53]=[CH:52][C:51]([C:54]2[S:58][C:57]([N:59]=[C:60]([NH2:62])[NH2:61])=[N:56][C:55]=2[CH3:63])=[CH:50][CH:49]=1. (2) Given the product [CH:1]1([C:6]2[C:7]([O:15][CH2:16][C:17]([F:20])([F:19])[F:18])=[N:8][CH:9]=[C:10]([CH:14]=2)[C:11]([NH:29][CH2:28][C:26]2[O:25][N:24]=[C:23]([O:22][CH3:21])[CH:27]=2)=[O:13])[CH2:2][CH2:3][CH2:4][CH2:5]1, predict the reactants needed to synthesize it. The reactants are: [CH:1]1([C:6]2[C:7]([O:15][CH2:16][C:17]([F:20])([F:19])[F:18])=[N:8][CH:9]=[C:10]([CH:14]=2)[C:11]([OH:13])=O)[CH2:5][CH2:4][CH2:3][CH2:2]1.[CH3:21][O:22][C:23]1[CH:27]=[C:26]([CH2:28][NH2:29])[O:25][N:24]=1. (3) Given the product [CH3:1][O:2][C:3]([C:5]1[C@@H:10]([C:11]2[CH:16]=[CH:15][C:14]([C:17]#[N:18])=[CH:13][C:12]=2[CH2:19][CH2:20][Br:58])[N:9]2[C:22](=[O:25])[NH:23][N:24]=[C:8]2[N:7]([C:26]2[CH:31]=[CH:30][CH:29]=[C:28]([C:32]([F:35])([F:34])[F:33])[CH:27]=2)[C:6]=1[CH3:36])=[O:4], predict the reactants needed to synthesize it. The reactants are: [CH3:1][O:2][C:3]([C:5]1[C@@H:10]([C:11]2[CH:16]=[CH:15][C:14]([C:17]#[N:18])=[CH:13][C:12]=2[CH2:19][CH2:20]O)[N:9]2[C:22](=[O:25])[NH:23][N:24]=[C:8]2[N:7]([C:26]2[CH:31]=[CH:30][CH:29]=[C:28]([C:32]([F:35])([F:34])[F:33])[CH:27]=2)[C:6]=1[CH3:36])=[O:4].COC(C1[C@@H](C2C=CC(C#N)=CC=2CCC[Br:58])N2C(=O)NN=C2N(C2C=CC=C(C(F)(F)F)C=2)C=1C)=O. (4) Given the product [CH2:1]([O:8][C:9]1[C:14]2[S:15][C@@H:16]([C:22]3[CH:23]=[CH:24][C:25]([O:28][CH3:29])=[CH:26][CH:27]=3)[C@@H:17]([OH:21])[C:18](=[O:20])[N:19]([CH2:36][CH2:35][N:34]([CH3:38])[CH3:33])[C:13]=2[CH:12]=[CH:11][CH:10]=1)[C:2]1[CH:7]=[CH:6][CH:5]=[CH:4][CH:3]=1, predict the reactants needed to synthesize it. The reactants are: [CH2:1]([O:8][C:9]1[C:14]2[S:15][C@@H:16]([C:22]3[CH:27]=[CH:26][C:25]([O:28][CH3:29])=[CH:24][CH:23]=3)[C@@H:17]([OH:21])[C:18](=[O:20])[NH:19][C:13]=2[CH:12]=[CH:11][CH:10]=1)[C:2]1[CH:7]=[CH:6][CH:5]=[CH:4][CH:3]=1.[H-].[Na+].Cl.[CH3:33][N:34]([CH3:38])[CH2:35][CH2:36]Cl.C([O-])(O)=O.[Na+]. (5) Given the product [F:14][C:9]([F:15])([S:10]([O-:13])(=[O:12])=[O:11])[CH2:8][OH:7].[C:29]1([S+:22]([C:16]2[CH:17]=[CH:18][CH:19]=[CH:20][CH:21]=2)[C:23]2[CH:28]=[CH:27][CH:26]=[CH:25][CH:24]=2)[CH:30]=[CH:31][CH:32]=[CH:33][CH:34]=1, predict the reactants needed to synthesize it. The reactants are: C([O:7][CH2:8][C:9]([F:15])([F:14])[S:10]([O-:13])(=[O:12])=[O:11])(=O)C(C)(C)C.[C:16]1([S+:22]([C:29]2[CH:34]=[CH:33][CH:32]=[CH:31][CH:30]=2)[C:23]2[CH:28]=[CH:27][CH:26]=[CH:25][CH:24]=2)[CH:21]=[CH:20][CH:19]=[CH:18][CH:17]=1.[OH-].[Na+].Cl. (6) Given the product [CH3:1][N:2]1[C:6]2=[N:7][CH:8]=[CH:9][CH:10]=[C:5]2[CH:4]=[C:3]1[C:11]1[CH:16]=[CH:15][CH:14]=[CH:13][CH:12]=1, predict the reactants needed to synthesize it. The reactants are: [CH3:1][N:2]1[C:6]2=[N:7][CH:8]=[CH:9][CH:10]=[C:5]2[CH:4]=[CH:3]1.[C:11]1(I)[CH:16]=[CH:15][CH:14]=[CH:13][CH:12]=1.C([O-])(=O)C.[Cs+].